This data is from Forward reaction prediction with 1.9M reactions from USPTO patents (1976-2016). The task is: Predict the product of the given reaction. (1) Given the reactants [CH3:1][C:2]1[CH:14]=[C:13]([C:15]2OC(=O)[S:17][N:16]=2)[CH:12]=[CH:11][C:3]=1[C:4]([O:6][C:7]([CH3:10])([CH3:9])[CH3:8])=[O:5].[Cl:21][C:22]1[CH:27]=[C:26]([C:28]([C:30]([F:33])([F:32])[F:31])=[CH2:29])[CH:25]=[C:24]([Cl:34])[CH:23]=1, predict the reaction product. The product is: [Cl:21][C:22]1[CH:27]=[C:26]([C:28]2([C:30]([F:31])([F:32])[F:33])[S:17][N:16]=[C:15]([C:13]3[CH:12]=[CH:11][C:3]([C:4]([O:6][C:7]([CH3:8])([CH3:9])[CH3:10])=[O:5])=[C:2]([CH3:1])[CH:14]=3)[CH2:29]2)[CH:25]=[C:24]([Cl:34])[CH:23]=1. (2) Given the reactants Br[C:2]1[S:6][C:5]([CH2:7][N:8]([CH3:16])[C:9](=[O:15])[O:10][C:11]([CH3:14])([CH3:13])[CH3:12])=[N:4][C:3]=1[C:17]1[C:18]([F:23])=[N:19][CH:20]=[CH:21][CH:22]=1.[SH:24][CH2:25][CH2:26][C:27]([O:29][CH2:30][CH:31]([CH2:36][CH3:37])[CH2:32][CH2:33][CH2:34][CH3:35])=[O:28].C(=O)([O-])[O-].[Cs+].[Cs+].O, predict the reaction product. The product is: [C:11]([O:10][C:9]([N:8]([CH2:7][C:5]1[S:6][C:2]([S:24][CH2:25][CH2:26][C:27]([O:29][CH2:30][CH:31]([CH2:36][CH3:37])[CH2:32][CH2:33][CH2:34][CH3:35])=[O:28])=[C:3]([C:17]2[C:18]([F:23])=[N:19][CH:20]=[CH:21][CH:22]=2)[N:4]=1)[CH3:16])=[O:15])([CH3:14])([CH3:13])[CH3:12]. (3) Given the reactants [C:1]([O:5][C:6]([NH:8][CH2:9][CH2:10][CH2:11][NH:12][S:13]([C:16]1[C:21]([Cl:22])=[CH:20][CH:19]=[C:18]([N+:23]([O-:25])=[O:24])[C:17]=1Cl)(=[O:15])=[O:14])=[O:7])([CH3:4])([CH3:3])[CH3:2].[H-].[Na+].[OH2:29], predict the reaction product. The product is: [C:1]([O:5][C:6]([NH:8][CH2:9][CH2:10][CH2:11][NH:12][S:13]([C:16]1[C:21]([Cl:22])=[CH:20][CH:19]=[C:18]([N+:23]([O-:25])=[O:24])[C:17]=1[OH:29])(=[O:15])=[O:14])=[O:7])([CH3:4])([CH3:3])[CH3:2].